From a dataset of Retrosynthesis with 50K atom-mapped reactions and 10 reaction types from USPTO. Predict the reactants needed to synthesize the given product. The reactants are: COCCN(Cc1cccc(CCNc2ncc(C)n(CC(=O)O)c2=O)c1)C(=O)C(F)(F)F.Cc1c[nH]c2ccc(CN)cc12. Given the product COCCN(Cc1cccc(CCNc2ncc(C)n(CC(=O)NCc3ccc4[nH]cc(C)c4c3)c2=O)c1)C(=O)C(F)(F)F, predict the reactants needed to synthesize it.